From a dataset of Forward reaction prediction with 1.9M reactions from USPTO patents (1976-2016). Predict the product of the given reaction. (1) The product is: [CH3:1][O:2][C:3]([C:5]1[NH:6][CH2:7][CH2:8][NH:9][CH:10]=1)=[O:4]. Given the reactants [CH3:1][O:2][C:3]([C:5]1[CH:10]=[N:9][CH:8]=[CH:7][N:6]=1)=[O:4], predict the reaction product. (2) Given the reactants [O:1]([CH2:8][CH:9]1[CH2:11][O:10]1)[C:2]1[CH:7]=[CH:6][CH:5]=[CH:4][CH:3]=1.[I-].[K+].[CH3:14][N:15]1[C:23]2[N:22]=[C:21]([Br:24])[N:20]([CH2:25][C:26]#[C:27][CH3:28])[C:19]=2[C:18](=[O:29])[NH:17][C:16]1=[O:30].C(=O)([O-])[O-].[K+].[K+], predict the reaction product. The product is: [OH:10][CH:9]([CH2:8][O:1][C:2]1[CH:7]=[CH:6][CH:5]=[CH:4][CH:3]=1)[CH2:11][N:17]1[C:18](=[O:29])[C:19]2[N:20]([CH2:25][C:26]#[C:27][CH3:28])[C:21]([Br:24])=[N:22][C:23]=2[N:15]([CH3:14])[C:16]1=[O:30]. (3) Given the reactants [NH:1]1[C:8]2[N:4]([N:5]=[CH:6][C:7]=2[CH2:9][CH2:10][C:11]([NH2:13])=[O:12])[CH2:3][CH2:2]1.[C:14]1([C:20](Cl)([C:27]2[CH:32]=[CH:31][CH:30]=[CH:29][CH:28]=2)[C:21]2[CH:26]=[CH:25][CH:24]=[CH:23][CH:22]=2)[CH:19]=[CH:18][CH:17]=[CH:16][CH:15]=1, predict the reaction product. The product is: [C:20]([N:1]1[C:8]2[N:4]([N:5]=[CH:6][C:7]=2[CH2:9][CH2:10][C:11]([NH2:13])=[O:12])[CH2:3][CH2:2]1)([C:14]1[CH:19]=[CH:18][CH:17]=[CH:16][CH:15]=1)([C:27]1[CH:28]=[CH:29][CH:30]=[CH:31][CH:32]=1)[C:21]1[CH:22]=[CH:23][CH:24]=[CH:25][CH:26]=1.